This data is from Forward reaction prediction with 1.9M reactions from USPTO patents (1976-2016). The task is: Predict the product of the given reaction. (1) The product is: [O:49]=[C:43]1[CH:42]([N:36]2[C:35](=[O:50])[C:34]3[C:38](=[CH:39][CH:40]=[C:32]([CH2:31][NH:30][C:10]([C:7]4[CH:6]=[CH:5][C:4]([O:3][CH2:1][CH3:2])=[CH:9][N:8]=4)=[O:12])[CH:33]=3)[C:37]2=[O:41])[CH2:47][CH2:46][C:45](=[O:48])[NH:44]1. Given the reactants [CH2:1]([O:3][C:4]1[CH:5]=[CH:6][C:7]([C:10]([OH:12])=O)=[N:8][CH:9]=1)[CH3:2].C1N=CN(C(N2C=NC=C2)=O)C=1.CS(O)(=O)=O.[NH2:30][CH2:31][C:32]1[CH:33]=[C:34]2[C:38](=[CH:39][CH:40]=1)[C:37](=[O:41])[N:36]([CH:42]1[CH2:47][CH2:46][C:45](=[O:48])[NH:44][C:43]1=[O:49])[C:35]2=[O:50].O, predict the reaction product. (2) Given the reactants [CH2:1]([C@@H:8]1[NH:13][CH2:12][CH2:11][N:10]([C:14]2[CH:19]=[CH:18][C:17]([O:20][CH3:21])=[C:16]([O:22][CH:23]3[CH2:26][CH2:25][CH2:24]3)[CH:15]=2)[CH2:9]1)[C:2]1[CH:7]=[CH:6][CH:5]=[CH:4][CH:3]=1.C[O:28][C:29](=O)[CH2:30][C:31]1[O:35][C:34]([CH3:36])=[N:33][CH:32]=1, predict the reaction product. The product is: [CH2:1]([C@H:8]1[CH2:9][N:10]([C:14]2[CH:19]=[CH:18][C:17]([O:20][CH3:21])=[C:16]([O:22][CH:23]3[CH2:26][CH2:25][CH2:24]3)[CH:15]=2)[CH2:11][CH2:12][N:13]1[C:29](=[O:28])[CH2:30][C:31]1[O:35][C:34]([CH3:36])=[N:33][CH:32]=1)[C:2]1[CH:3]=[CH:4][CH:5]=[CH:6][CH:7]=1. (3) Given the reactants [C:1]1([N:7]=[N+:8]=[N-:9])[CH:6]=[CH:5][CH:4]=[CH:3][CH:2]=1.[CH2:10]([Sn:14]([CH2:21][CH2:22][CH2:23][CH3:24])([CH2:17][CH2:18][CH2:19][CH3:20])[C:15]#[CH:16])[CH2:11][CH2:12][CH3:13].C(N(CC)CC)C, predict the reaction product. The product is: [C:1]1([N:7]2[CH:16]=[C:15]([Sn:14]([CH2:10][CH2:11][CH2:12][CH3:13])([CH2:21][CH2:22][CH2:23][CH3:24])[CH2:17][CH2:18][CH2:19][CH3:20])[N:9]=[N:8]2)[CH:6]=[CH:5][CH:4]=[CH:3][CH:2]=1. (4) The product is: [OH:10][C:6]1[CH:5]=[C:4]([CH:2]([NH:1][C:25](=[O:26])[O:24][C:20]([CH3:23])([CH3:22])[CH3:21])[CH3:3])[CH:9]=[CH:8][CH:7]=1. Given the reactants [NH2:1][CH:2]([C:4]1[CH:5]=[C:6]([OH:10])[CH:7]=[CH:8][CH:9]=1)[CH3:3].C(N(CC)C(C)C)(C)C.[C:20]([O:24][C:25](O[C:25]([O:24][C:20]([CH3:23])([CH3:22])[CH3:21])=[O:26])=[O:26])([CH3:23])([CH3:22])[CH3:21], predict the reaction product. (5) Given the reactants [C:1]([N:9]1[CH2:22][CH2:21][C:20]2[C:19]3[CH:18]=[CH:17][CH:16]=[CH:15][C:14]=3[NH:13][C:12]=2[CH2:11][CH2:10]1)(=[O:8])[C:2]1[CH:7]=[CH:6][CH:5]=[CH:4][CH:3]=1.C(=O)([O-])[O-].[Cs+].[Cs+].[C:29]([O:33][CH2:34][CH3:35])(=[O:32])[CH:30]=[CH2:31], predict the reaction product. The product is: [C:1]([N:9]1[CH2:22][CH2:21][C:20]2[C:19]3[CH:18]=[CH:17][CH:16]=[CH:15][C:14]=3[N:13]([CH2:31][CH2:30][C:29]([O:33][CH2:34][CH3:35])=[O:32])[C:12]=2[CH2:11][CH2:10]1)(=[O:8])[C:2]1[CH:3]=[CH:4][CH:5]=[CH:6][CH:7]=1. (6) Given the reactants [CH3:1][S:2]([NH:5][C:6]1[CH:14]=[CH:13][CH:12]=[C:11]2[C:7]=1[CH:8]=[CH:9][N:10]2[CH2:15][C:16]([O:18]C)=[O:17])(=[O:4])=[O:3].O.[OH-].[Li+], predict the reaction product. The product is: [CH3:1][S:2]([NH:5][C:6]1[CH:14]=[CH:13][CH:12]=[C:11]2[C:7]=1[CH:8]=[CH:9][N:10]2[CH2:15][C:16]([OH:18])=[O:17])(=[O:3])=[O:4].